Dataset: Full USPTO retrosynthesis dataset with 1.9M reactions from patents (1976-2016). Task: Predict the reactants needed to synthesize the given product. (1) Given the product [C:26]12([CH2:36][NH:37][C:8]([C:7]3[C:3]([O:2][CH3:1])=[N:4][N:5]([C:11]4[N:16]=[CH:15][CH:14]=[CH:13][N:12]=4)[CH:6]=3)=[O:10])[CH2:33][CH:32]3[CH2:31][CH:30]([CH2:29][CH:28]([CH2:34]3)[CH2:27]1)[CH2:35]2, predict the reactants needed to synthesize it. The reactants are: [CH3:1][O:2][C:3]1[C:7]([C:8]([OH:10])=O)=[CH:6][N:5]([C:11]2[N:16]=[CH:15][CH:14]=[CH:13][N:12]=2)[N:4]=1.CCN(C(C)C)C(C)C.[C:26]12([CH2:36][NH2:37])[CH2:35][CH:30]3[CH2:31][CH:32]([CH2:34][CH:28]([CH2:29]3)[CH2:27]1)[CH2:33]2.F[P-](F)(F)(F)(F)F.N1(O[P+](N(C)C)(N(C)C)N(C)C)C2C=CC=CC=2N=N1. (2) Given the product [CH3:29][O:33][N:34]([CH3:35])[C:14]([C@@H:10]1[O:11][CH2:12][CH2:13][N:8]([C:6]([O:5][C:1]([CH3:2])([CH3:3])[CH3:4])=[O:7])[CH2:9]1)=[O:16], predict the reactants needed to synthesize it. The reactants are: [C:1]([O:5][C:6]([N:8]1[CH2:13][CH2:12][O:11][C@@H:10]([C:14]([OH:16])=O)[CH2:9]1)=[O:7])([CH3:4])([CH3:3])[CH3:2].CCN(C(C)C)C(C)C.CN([C:29]([O:33][N:34]1N=NC2C=CC=C[C:35]1=2)=[N+](C)C)C.F[P-](F)(F)(F)(F)F.C1C=CC2N(O)N=NC=2C=1.CONC.Cl. (3) Given the product [CH3:37][S:38]([OH:41])(=[O:40])=[O:39].[Cl:1][C:2]1[CH:7]=[CH:6][CH:5]=[C:4]([F:8])[C:3]=1[NH:9][C:10]1[NH:11][C:12]2[C:18]3[CH2:19][C:20]([CH3:22])([CH3:23])[O:21][C:17]=3[C:16]([C:24]([NH:26][C:27]3[CH:28]=[CH:29][C:30]([C:33]([F:35])([F:36])[F:34])=[CH:31][CH:32]=3)=[O:25])=[CH:15][C:13]=2[N:14]=1, predict the reactants needed to synthesize it. The reactants are: [Cl:1][C:2]1[CH:7]=[CH:6][CH:5]=[C:4]([F:8])[C:3]=1[NH:9][C:10]1[NH:11][C:12]2[C:18]3[CH2:19][C:20]([CH3:23])([CH3:22])[O:21][C:17]=3[C:16]([C:24]([NH:26][C:27]3[CH:32]=[CH:31][C:30]([C:33]([F:36])([F:35])[F:34])=[CH:29][CH:28]=3)=[O:25])=[CH:15][C:13]=2[N:14]=1.[CH3:37][S:38]([OH:41])(=[O:40])=[O:39]. (4) The reactants are: C[O:2][C:3](=[O:23])[C:4]1[CH:9]=[CH:8][CH:7]=[CH:6][C:5]=1[NH:10][C:11]([O:13][CH2:14]/[CH:15]=[CH:16]/[C:17]1[CH:22]=[CH:21][CH:20]=[CH:19][CH:18]=1)=[O:12].[Li+].[OH-].CCOC(C)=O. Given the product [C:17]1(/[CH:16]=[CH:15]/[CH2:14][O:13][C:11]([NH:10][C:5]2[CH:6]=[CH:7][CH:8]=[CH:9][C:4]=2[C:3]([OH:23])=[O:2])=[O:12])[CH:22]=[CH:21][CH:20]=[CH:19][CH:18]=1, predict the reactants needed to synthesize it. (5) Given the product [N:1]([C:22]1([CH2:24][C:25]([O:27][CH2:28][CH3:29])=[O:26])[C:11]2[C:12](=[N:13][CH:14]=[C:9]([Br:8])[CH:10]=2)[O:15][C:16]2[C:21]1=[CH:20][C:19]([I:30])=[CH:18][CH:17]=2)=[N+:2]=[N-:3], predict the reactants needed to synthesize it. The reactants are: [N:1]([Si](C)(C)C)=[N+:2]=[N-:3].[Br:8][C:9]1[CH:10]=[C:11]2[C:22]([CH2:24][C:25]([O:27][CH2:28][CH3:29])=[O:26])(O)[C:21]3[C:16](=[CH:17][CH:18]=[C:19]([I:30])[CH:20]=3)[O:15][C:12]2=[N:13][CH:14]=1. (6) Given the product [NH2:1][C:4]1[N:9]=[CH:8][C:7]([N:10]2[CH2:15][CH2:14][N:13]([C:16]([O:18][C:19]([CH3:22])([CH3:21])[CH3:20])=[O:17])[CH2:12][CH2:11]2)=[CH:6][CH:5]=1, predict the reactants needed to synthesize it. The reactants are: [N+:1]([C:4]1[N:9]=[CH:8][C:7]([N:10]2[CH2:15][CH2:14][N:13]([C:16]([O:18][C:19]([CH3:22])([CH3:21])[CH3:20])=[O:17])[CH2:12][CH2:11]2)=[CH:6][CH:5]=1)([O-])=O. (7) Given the product [CH2:13]([C:2]1[C:7]2[CH2:8][CH2:9][CH2:10][C:6]=2[C:5]([Cl:11])=[N:4][N:3]=1)[C:14]1[CH:19]=[CH:18][CH:17]=[CH:16][CH:15]=1, predict the reactants needed to synthesize it. The reactants are: Cl[C:2]1[C:7]2[CH2:8][CH2:9][CH2:10][C:6]=2[C:5]([Cl:11])=[N:4][N:3]=1.[Br-].[CH2:13]([Zn+])[C:14]1[CH:19]=[CH:18][CH:17]=[CH:16][CH:15]=1.C([O-])(O)=O.[Na+]. (8) Given the product [CH3:1][O:2][C:3]([C@@H:5]([N:13]1[CH2:21][C:17]2[CH:18]=[CH:19][S:20][C:16]=2[CH2:15][CH2:14]1)[C:6]1[C:11]([Cl:12])=[CH:10][CH:9]=[CH:8][CH:7]=1)=[O:4].[OH:40][S:37]([OH:41])(=[O:39])=[O:38], predict the reactants needed to synthesize it. The reactants are: [CH3:1][O:2][C:3]([C@@H:5]([N:13]1[CH2:21][C:17]2[CH:18]=[CH:19][S:20][C:16]=2[CH2:15][CH2:14]1)[C:6]1[CH:7]=[CH:8][CH:9]=[CH:10][C:11]=1[Cl:12])=[O:4].CC1(C)C2(CS(O)(=O)=O)C(CC1CC2)=O.[S:37](=[O:41])(=[O:40])([OH:39])[OH:38]. (9) Given the product [NH:14]1[C:15]2[C:20](=[CH:19][CH:18]=[CH:17][CH:16]=2)[C:12]([CH:11]=[CH:10][C:7]2[CH:8]=[CH:9][C:4]([C:3]([OH:24])=[O:2])=[CH:5][C:6]=2[N+:21]([O-:23])=[O:22])=[N:13]1, predict the reactants needed to synthesize it. The reactants are: C[O:2][C:3](=[O:24])[C:4]1[CH:9]=[CH:8][C:7](/[CH:10]=[CH:11]/[C:12]2[C:20]3[C:15](=[CH:16][CH:17]=[CH:18][CH:19]=3)[NH:14][N:13]=2)=[C:6]([N+:21]([O-:23])=[O:22])[CH:5]=1.[OH-].[Na+].Cl. (10) Given the product [NH2:1][C:2]1[N:10]=[CH:9][N:8]=[C:7]2[C:3]=1[N:4]=[C:5]([Br:22])[N:6]2[CH2:11][CH2:12][C:13]([O:15][CH2:16][CH3:17])=[O:14], predict the reactants needed to synthesize it. The reactants are: [NH2:1][C:2]1[N:10]=[CH:9][N:8]=[C:7]2[C:3]=1[N:4]=[CH:5][N:6]2[CH2:11][CH2:12][C:13]([O:15][CH2:16][CH3:17])=[O:14].C([O-])(=O)C.[Br:22]Br.